This data is from Forward reaction prediction with 1.9M reactions from USPTO patents (1976-2016). The task is: Predict the product of the given reaction. Given the reactants [CH2:1]([N:4]1[CH2:9][CH2:8][CH:7]([OH:10])[CH2:6][CH2:5]1)[C:2]#[CH:3].C(NC(C)C)(C)C.I[C:19]1[CH:24]=[CH:23][C:22](/[C:25](/[C:42]2[CH:47]=[CH:46][CH:45]=[C:44]([C:48]([F:51])([F:50])[F:49])[CH:43]=2)=[CH:26]\[CH2:27][O:28][C:29]2[CH:40]=[CH:39][C:32]([O:33][CH2:34][C:35]([O:37][CH3:38])=[O:36])=[C:31]([CH3:41])[CH:30]=2)=[CH:21][CH:20]=1, predict the reaction product. The product is: [OH:10][CH:7]1[CH2:8][CH2:9][N:4]([CH2:1][C:2]#[C:3][C:19]2[CH:20]=[CH:21][C:22](/[C:25](/[C:42]3[CH:47]=[CH:46][CH:45]=[C:44]([C:48]([F:49])([F:50])[F:51])[CH:43]=3)=[CH:26]\[CH2:27][O:28][C:29]3[CH:40]=[CH:39][C:32]([O:33][CH2:34][C:35]([O:37][CH3:38])=[O:36])=[C:31]([CH3:41])[CH:30]=3)=[CH:23][CH:24]=2)[CH2:5][CH2:6]1.